From a dataset of Full USPTO retrosynthesis dataset with 1.9M reactions from patents (1976-2016). Predict the reactants needed to synthesize the given product. (1) Given the product [CH:1]1[C:10]2[C:5](=[C:6]([C:11]([CH3:18])([CH3:17])[C:12]([O:14][CH2:15][CH3:16])=[O:13])[CH:7]=[CH:8][CH:9]=2)[CH:4]=[CH:3][N:2]=1, predict the reactants needed to synthesize it. The reactants are: [CH:1]1[C:10]2[C:5](=[C:6]([CH:11]([CH3:17])[C:12]([O:14][CH2:15][CH3:16])=[O:13])[CH:7]=[CH:8][CH:9]=2)[CH:4]=[CH:3][N:2]=1.[CH3:18]S(C)=O. (2) Given the product [OH:1][C@@H:2]1[CH2:6][CH2:5][N:4]([C:7]2[C:26]([C:27]3[CH:28]=[CH:29][NH:30][N:31]=3)=[CH:25][C:10]([C:11]([NH:13][C:14]3[CH:19]=[CH:18][C:17]([O:20][C:21]([F:24])([F:22])[F:23])=[CH:16][CH:15]=3)=[O:12])=[CH:9][N:8]=2)[CH2:3]1, predict the reactants needed to synthesize it. The reactants are: [OH:1][C@@H:2]1[CH2:6][CH2:5][N:4]([C:7]2[C:26]([C:27]3[N:31](C4CCCCO4)[N:30]=[CH:29][CH:28]=3)=[CH:25][C:10]([C:11]([NH:13][C:14]3[CH:19]=[CH:18][C:17]([O:20][C:21]([F:24])([F:23])[F:22])=[CH:16][CH:15]=3)=[O:12])=[CH:9][N:8]=2)[CH2:3]1.C(O)(C(F)(F)F)=O. (3) Given the product [Cl:1][C:2]1[CH:32]=[CH:31][C:30]([O:33][CH3:34])=[CH:29][C:3]=1[C:4]([NH:6][C:7]1[CH:8]=[N:9][C:10]([NH:13][C:42]2[CH:43]=[CH:44][CH:36]=[C:37]([C:38](=[O:40])[N:6]([CH2:48][CH2:47][OH:51])[CH:7]([CH3:8])[CH3:12])[CH:41]=2)=[N:11][CH:12]=1)=[O:5], predict the reactants needed to synthesize it. The reactants are: [Cl:1][C:2]1[CH:32]=[CH:31][C:30]([O:33][CH3:34])=[CH:29][C:3]=1[C:4]([NH:6][C:7]1[CH:8]=[N:9][C:10]([NH:13]C2C=CC(C(N3CCN(C)CC3)=O)=CC=2)=[N:11][CH:12]=1)=[O:5].Cl[C:36]1[CH:44]=[CH:43][C:42](OC)=[CH:41][C:37]=1[C:38]([OH:40])=O.[C:47](Cl)(=[O:51])[C:48](Cl)=O. (4) The reactants are: [C:1]([C:3]1[CH:8]=[CH:7][C:6]([S:9]([N:12]([CH3:16])[CH2:13][CH:14]=O)(=[O:11])=[O:10])=[CH:5][CH:4]=1)#[N:2].[C:17]([O:21][C:22]([N:24]1[CH2:31][CH:30]2[O:32][CH:26]([CH2:27][NH:28][CH2:29]2)[CH2:25]1)=[O:23])([CH3:20])([CH3:19])[CH3:18].C(O)(=O)C.[BH3-]C#N.[Na+]. Given the product [C:17]([O:21][C:22]([N:24]1[CH2:25][CH:26]2[O:32][CH:30]([CH2:29][N:28]([CH2:14][CH2:13][N:12]([S:9]([C:6]3[CH:7]=[CH:8][C:3]([C:1]#[N:2])=[CH:4][CH:5]=3)(=[O:11])=[O:10])[CH3:16])[CH2:27]2)[CH2:31]1)=[O:23])([CH3:20])([CH3:18])[CH3:19], predict the reactants needed to synthesize it.